Dataset: Skin sensitization/reaction prediction data. Task: Regression/Classification. Given a drug SMILES string, predict its toxicity properties. Task type varies by dataset: regression for continuous values (e.g., LD50, hERG inhibition percentage) or binary classification for toxic/non-toxic outcomes (e.g., AMES mutagenicity, cardiotoxicity, hepatotoxicity). Dataset: skin_reaction. The drug is CCOC(=O)c1ccccc1C(=O)OCC. The result is 0 (no skin reaction).